This data is from NCI-60 drug combinations with 297,098 pairs across 59 cell lines. The task is: Regression. Given two drug SMILES strings and cell line genomic features, predict the synergy score measuring deviation from expected non-interaction effect. Drug 2: CC1C(C(CC(O1)OC2CC(CC3=C2C(=C4C(=C3O)C(=O)C5=C(C4=O)C(=CC=C5)OC)O)(C(=O)CO)O)N)O.Cl. Cell line: SK-MEL-5. Synergy scores: CSS=52.6, Synergy_ZIP=-0.543, Synergy_Bliss=-0.174, Synergy_Loewe=-13.9, Synergy_HSA=2.09. Drug 1: C(CC(=O)O)C(=O)CN.Cl.